This data is from Forward reaction prediction with 1.9M reactions from USPTO patents (1976-2016). The task is: Predict the product of the given reaction. Given the reactants [NH2:1][C:2]1[CH:12]=[CH:11][C:5]([C:6]([O:8][CH2:9][CH3:10])=[O:7])=[CH:4][CH:3]=1.[CH3:13][C:14]1([CH3:22])[CH2:20][C:19](=O)[O:18][C:16](=[O:17])[CH2:15]1.C(Cl)(=O)C, predict the reaction product. The product is: [CH3:13][C:14]1([CH3:22])[CH2:15][C:16](=[O:17])[N:1]([C:2]2[CH:3]=[CH:4][C:5]([C:6]([O:8][CH2:9][CH3:10])=[O:7])=[CH:11][CH:12]=2)[C:19](=[O:18])[CH2:20]1.